This data is from Reaction yield outcomes from USPTO patents with 853,638 reactions. The task is: Predict the reaction yield, written as a fraction of the theoretical maximum amount of product (1.0 means a 100% yield; for example, 0.34 means a 34% yield). (1) The reactants are [C:1]([C:5]1[CH:10]=[CH:9][C:8]([NH2:11])=[CH:7][CH:6]=1)([CH3:4])([CH3:3])[CH3:2].[N+:12]([O-])([O-:14])=[O:13].[K+].C([O-])(O)=O.[Na+]. The catalyst is OS(O)(=O)=O. The product is [C:1]([C:5]1[CH:6]=[CH:7][C:8]([NH2:11])=[CH:9][C:10]=1[N+:12]([O-:14])=[O:13])([CH3:4])([CH3:2])[CH3:3]. The yield is 0.770. (2) The reactants are C1C2C(COC(=O)[NH:17][C:18]3[CH:23]=[CH:22][C:21]([NH:24][C:25](=[O:34])[C:26]4[CH:31]=[CH:30][C:29]([F:32])=[CH:28][C:27]=4[OH:33])=[C:20]([O:35][CH2:36][C:37]4[CH:42]=[CH:41][CH:40]=[CH:39][CH:38]=4)[CH:19]=3)C3C(=CC=CC=3)C=2C=CC=1.N1CCCCC1. The catalyst is C1COCC1.CN(C=O)C. The product is [NH2:17][C:18]1[CH:23]=[CH:22][C:21]([NH:24][C:25](=[O:34])[C:26]2[CH:31]=[CH:30][C:29]([F:32])=[CH:28][C:27]=2[OH:33])=[C:20]([O:35][CH2:36][C:37]2[CH:38]=[CH:39][CH:40]=[CH:41][CH:42]=2)[CH:19]=1. The yield is 0.510. (3) The reactants are [CH2:1]([C:3]1[CH2:7][CH:6]=[C:5]([C:8]([CH3:11])([CH3:10])[CH3:9])[CH:4]=1)[CH3:2].C(=O)=O.CO.CCCCCC.C([Li])CCC.CN1CCN(C)C1=O.[C:36]([C:44]1[CH:49]=[CH:48][CH:47]=[CH:46][CH:45]=1)(=O)[C:37]1[CH:42]=[CH:41][CH:40]=[CH:39][CH:38]=1.Cl. The catalyst is C1COCC1. The product is [C:8]([C:5]1[CH:4]=[C:3]([CH2:1][CH3:2])[C:7](=[C:36]([C:44]2[CH:49]=[CH:48][CH:47]=[CH:46][CH:45]=2)[C:37]2[CH:42]=[CH:41][CH:40]=[CH:39][CH:38]=2)[CH:6]=1)([CH3:11])([CH3:10])[CH3:9]. The yield is 0.560. (4) The reactants are [F:1][C:2]1[CH:14]=[CH:13][C:5]([O:6][CH2:7][C:8]([O:10]CC)=[O:9])=[C:4]([CH3:15])[C:3]=1[NH:16][CH2:17][C:18]1[CH:23]=[C:22]([C:24]2[CH:29]=[CH:28][CH:27]=[C:26]([F:30])[CH:25]=2)[CH:21]=[CH:20][C:19]=1[F:31].[OH-].[Na+]. The catalyst is C1COCC1. The product is [F:1][C:2]1[CH:14]=[CH:13][C:5]([O:6][CH2:7][C:8]([OH:10])=[O:9])=[C:4]([CH3:15])[C:3]=1[NH:16][CH2:17][C:18]1[CH:23]=[C:22]([C:24]2[CH:29]=[CH:28][CH:27]=[C:26]([F:30])[CH:25]=2)[CH:21]=[CH:20][C:19]=1[F:31]. The yield is 0.800. (5) The reactants are [C:1]([C:3]1[CH:4]=[C:5]2[C:10](=[CH:11][CH:12]=1)[S:9][C:8]([CH3:14])([CH3:13])[CH2:7][C:6]2=[O:15])#[CH:2].I[C:17]1[CH:27]=[CH:26][C:20]([C:21]([O:23][CH2:24][CH3:25])=[O:22])=[CH:19][CH:18]=1. The catalyst is CCN(CC)CC.Cl[Pd](Cl)([P](C1C=CC=CC=1)(C1C=CC=CC=1)C1C=CC=CC=1)[P](C1C=CC=CC=1)(C1C=CC=CC=1)C1C=CC=CC=1.[Cu]I. The product is [CH3:14][C:8]1([CH3:13])[CH2:7][C:6](=[O:15])[C:5]2[C:10](=[CH:11][CH:12]=[C:3]([C:1]#[C:2][C:17]3[CH:27]=[CH:26][C:20]([C:21]([O:23][CH2:24][CH3:25])=[O:22])=[CH:19][CH:18]=3)[CH:4]=2)[S:9]1. The yield is 0.720. (6) The catalyst is C(OCC)(=O)C. The product is [CH3:34][C:33]([CH3:36])([CH3:35])[C:32](=[O:37])[CH2:31][N:6]1[C:7](=[O:28])[C:8]([CH2:13][C:14]2[CH:19]=[CH:18][C:17]([C:20]3[C:21]([C:26]#[N:27])=[CH:22][CH:23]=[CH:24][CH:25]=3)=[CH:16][CH:15]=2)=[C:9]([CH2:10][CH2:11][CH3:12])[N:4]2[N:3]=[C:2]([CH3:1])[N:29]=[C:5]12. The yield is 0.150. The reactants are [CH3:1][C:2]1[N:29]=[C:5]2[NH:6][C:7](=[O:28])[C:8]([CH2:13][C:14]3[CH:19]=[CH:18][C:17]([C:20]4[C:21]([C:26]#[N:27])=[CH:22][CH:23]=[CH:24][CH:25]=4)=[CH:16][CH:15]=3)=[C:9]([CH2:10][CH2:11][CH3:12])[N:4]2[N:3]=1.Br[CH2:31][C:32](=[O:37])[C:33]([CH3:36])([CH3:35])[CH3:34].C(=O)([O-])[O-].[K+].[K+].CN(C)C=O. (7) The reactants are C(C1C=C([NH:10][C:11]([NH:13][C:14]2[CH:19]=[CH:18][C:17]([Cl:20])=[CH:16][CH:15]=2)=[O:12])N(C2C=C(C=CC=2)C(OCC)=O)N=1)(C)(C)C.[H-].[H-].[H-].[H-].[Li+].[Al+3]. The catalyst is C1COCC1. The product is [Cl:20][C:17]1[CH:16]=[CH:15][C:14]([NH:13][C:11](=[O:12])[NH2:10])=[CH:19][CH:18]=1. The yield is 0.970.